From a dataset of NCI-60 drug combinations with 297,098 pairs across 59 cell lines. Regression. Given two drug SMILES strings and cell line genomic features, predict the synergy score measuring deviation from expected non-interaction effect. Synergy scores: CSS=50.0, Synergy_ZIP=-4.67, Synergy_Bliss=-6.01, Synergy_Loewe=-0.720, Synergy_HSA=1.32. Drug 2: CCC1(C2=C(COC1=O)C(=O)N3CC4=CC5=C(C=CC(=C5CN(C)C)O)N=C4C3=C2)O.Cl. Cell line: NCI-H522. Drug 1: CN(CCCl)CCCl.Cl.